This data is from Reaction yield outcomes from USPTO patents with 853,638 reactions. The task is: Predict the reaction yield, written as a fraction of the theoretical maximum amount of product (1.0 means a 100% yield; for example, 0.34 means a 34% yield). (1) The reactants are Br[C:2]1[CH:7]=[CH:6][C:5]([F:8])=[CH:4][C:3]=1[F:9].[Li]CCCC.[N:15]1[CH:20]=[C:19]([C:21]([C:23]2[CH:28]=[CH:27][C:26]([C:29]3[CH:34]=[CH:33][C:32]([O:35][C:36]([F:39])([F:38])[F:37])=[CH:31][CH:30]=3)=[CH:25][N:24]=2)=[O:22])[CH:18]=[N:17][CH:16]=1. The catalyst is CCCCCC.CCOCC. The product is [F:9][C:3]1[CH:4]=[C:5]([F:8])[CH:6]=[CH:7][C:2]=1[C:21]([C:19]1[CH:20]=[N:15][CH:16]=[N:17][CH:18]=1)([C:23]1[CH:28]=[CH:27][C:26]([C:29]2[CH:34]=[CH:33][C:32]([O:35][C:36]([F:39])([F:38])[F:37])=[CH:31][CH:30]=2)=[CH:25][N:24]=1)[OH:22]. The yield is 0.370. (2) The reactants are [CH3:1][O:2][C:3]1[CH:4]=[C:5]([NH:9][S:10]([C:13]2[CH:14]=[C:15]([CH:19]=[CH:20][C:21]([OH:23])=O)[CH:16]=[CH:17][CH:18]=2)(=[O:12])=[O:11])[CH:6]=[CH:7][CH:8]=1.[Cl:24]CCl. The catalyst is CN(C)C=O. The product is [CH3:1][O:2][C:3]1[CH:4]=[C:5]([NH:9][S:10]([C:13]2[CH:14]=[C:15]([CH:19]=[CH:20][C:21]([Cl:24])=[O:23])[CH:16]=[CH:17][CH:18]=2)(=[O:12])=[O:11])[CH:6]=[CH:7][CH:8]=1. The yield is 1.00. (3) The reactants are II.[Mg].Br[C:5]1[CH:10]=[CH:9][C:8]([C:11]([F:14])([F:13])[F:12])=[CH:7][CH:6]=1.[C:15](OCC)(=[O:21])[C:16]([O:18][CH2:19][CH3:20])=[O:17].[Cl-].[NH4+]. The catalyst is C1COCC1. The product is [F:12][C:11]([F:14])([F:13])[C:8]1[CH:9]=[CH:10][C:5]([C:15](=[O:21])[C:16]([O:18][CH2:19][CH3:20])=[O:17])=[CH:6][CH:7]=1. The yield is 0.550. (4) The reactants are [CH2:1]([N:3]1[CH2:8][C:7]([CH3:10])([CH3:9])[O:6][C:5](=[O:11])[CH:4]1[CH2:12][C:13]([OH:15])=O)[CH3:2].C(N(C(C)C)CC)(C)C.CN(C(ON1N=NC2C=CC=NC1=2)=[N+](C)C)C.F[P-](F)(F)(F)(F)F.[CH3:49][C:50]1[CH:57]=[CH:56][CH:55]=[CH:54][C:51]=1[CH2:52][NH2:53]. The catalyst is CN(C=O)C. The product is [CH2:1]([N:3]1[CH2:8][C:7]([CH3:9])([CH3:10])[O:6][C:5](=[O:11])[CH:4]1[CH2:12][C:13]([NH:53][CH2:52][C:51]1[CH:54]=[CH:55][CH:56]=[CH:57][C:50]=1[CH3:49])=[O:15])[CH3:2]. The yield is 0.0700. (5) The yield is 0.640. The catalyst is C1COCC1. The reactants are [H-].[Na+].[CH3:3][O:4][C:5]1[CH:10]=[CH:9][C:8]([SH:11])=[CH:7][CH:6]=1.[C:12]([O:16][C:17](=[O:27])[NH:18][C:19]1[S:20][C:21]([F:26])=[C:22]([CH2:24]Cl)[N:23]=1)([CH3:15])([CH3:14])[CH3:13].[Cl-].[NH4+]. The product is [C:12]([O:16][C:17](=[O:27])[NH:18][C:19]1[S:20][C:21]([F:26])=[C:22]([CH2:24][S:11][C:8]2[CH:9]=[CH:10][C:5]([O:4][CH3:3])=[CH:6][CH:7]=2)[N:23]=1)([CH3:15])([CH3:13])[CH3:14].